This data is from Forward reaction prediction with 1.9M reactions from USPTO patents (1976-2016). The task is: Predict the product of the given reaction. (1) The product is: [Cl:11][C:6]1[C:7]2[C:8](=[O:9])[NH:10][CH:13]=[N:1][C:2]=2[CH:3]=[C:4]([Cl:12])[N:5]=1. Given the reactants [NH2:1][C:2]1[C:7]([C:8]([NH2:10])=[O:9])=[C:6]([Cl:11])[N:5]=[C:4]([Cl:12])[CH:3]=1.[CH:13](OCC)(OCC)OCC, predict the reaction product. (2) Given the reactants Cl.[CH:2]1[C:12]2[CH2:11][CH2:10][C:9]3[CH:13]=[CH:14][CH:15]=[CH:16][C:8]=3[N:7]([CH2:17][CH2:18][CH2:19][NH2:20])[C:6]=2[CH:5]=[CH:4][CH:3]=1.CCN(CC)CC.[Cl:28][C:29]1[CH:34]=[CH:33][C:32]([S:35](Cl)(=[O:37])=[O:36])=[CH:31][CH:30]=1, predict the reaction product. The product is: [Cl:28][C:29]1[CH:34]=[CH:33][C:32]([S:35]([NH:20][CH2:19][CH2:18][CH2:17][N:7]2[C:8]3[CH:16]=[CH:15][CH:14]=[CH:13][C:9]=3[CH2:10][CH2:11][C:12]3[CH:2]=[CH:3][CH:4]=[CH:5][C:6]2=3)(=[O:37])=[O:36])=[CH:31][CH:30]=1. (3) Given the reactants C([C:3](C)=[O:4])C.CCC[CH2:9][O:10][CH2:11][CH2:12][O:13][CH2:14][CH2:15][O:16][C:17]([CH3:19])=O, predict the reaction product. The product is: [CH3:3][O:4][CH2:19][CH2:17][O:16][CH2:15][CH2:14][O:13][CH2:12][CH2:11][O:10][CH3:9]. (4) Given the reactants C[O:2][C:3](=[O:36])[C:4]1[C:9]([O:10][CH:11]([F:13])[F:12])=[CH:8][CH:7]=[C:6]([N:14]2[C:18]([CH3:19])=[CH:17][CH:16]=[C:15]2[C:20]2[CH:25]=[C:24]([CH3:26])[CH:23]=[CH:22][C:21]=2[O:27][CH2:28][C:29]2[CH:34]=[CH:33][C:32]([F:35])=[CH:31][CH:30]=2)[CH:5]=1, predict the reaction product. The product is: [CH3:26][C:24]1[CH:23]=[CH:22][C:21]([O:27][CH2:28][C:29]2[CH:30]=[CH:31][C:32]([F:35])=[CH:33][CH:34]=2)=[C:20]([C:15]2[N:14]([C:6]3[CH:5]=[C:4]([C:9]([O:10][CH:11]([F:13])[F:12])=[CH:8][CH:7]=3)[C:3]([OH:36])=[O:2])[C:18]([CH3:19])=[CH:17][CH:16]=2)[CH:25]=1. (5) Given the reactants [O:1]=[CH:2][C@H:3]([C@@H:5]([C@@H:7]([CH2:9][OH:10])[OH:8])[OH:6])[OH:4].[CH2:11](O)[C:12]1[CH:17]=[CH:16][CH:15]=[CH:14][CH:13]=1.C(Cl)(=O)C, predict the reaction product. The product is: [CH2:11]([C@@:3]([C@@H:5]([C@@H:7]([CH2:9][OH:10])[OH:8])[OH:6])([OH:4])[CH:2]=[O:1])[C:12]1[CH:17]=[CH:16][CH:15]=[CH:14][CH:13]=1. (6) Given the reactants [C:1]1([C:7]2[N:12]=[C:11]([NH2:13])[N:10]=[C:9]([NH:14][C:15]3[CH:20]=[CH:19][C:18]([O:21][C:22]4[CH:27]=[CH:26][N:25]=[C:24]([C:28]([F:31])([F:30])[F:29])[CH:23]=4)=[CH:17][CH:16]=3)[CH:8]=2)[CH:6]=[CH:5][CH:4]=[CH:3][CH:2]=1.C1C=C(Cl)C=C(C(OO)=[O:40])C=1, predict the reaction product. The product is: [O-:40][N+:25]1[CH:26]=[CH:27][C:22]([O:21][C:18]2[CH:19]=[CH:20][C:15]([NH:14][C:9]3[CH:8]=[C:7]([C:1]4[CH:2]=[CH:3][CH:4]=[CH:5][CH:6]=4)[N:12]=[C:11]([NH2:13])[N:10]=3)=[CH:16][CH:17]=2)=[CH:23][C:24]=1[C:28]([F:30])([F:29])[F:31]. (7) Given the reactants [C:1]([O:5][C:6]([CH3:9])([CH3:8])[CH3:7])(=[O:4])[CH:2]=[CH2:3].[CH2:10]([O:16][C:17](=[O:20])[CH:18]=[CH2:19])[CH2:11][CH2:12][CH2:13][CH2:14][CH3:15].S(OOS([O-])(=O)=O)([O-])(=O)=O.[Na+].[Na+].S([O-])([O-])(=O)=O.[NH4+].[NH4+].C(=O)(O)[O-].[Na+].S(=O)(=O)(O)[O-].[Na+], predict the reaction product. The product is: [C:6]([O:5][C:1](=[O:4])[CH:2]=[CH2:3])([CH3:9])([CH3:8])[CH3:7].[C:17]([O:16][CH2:10][CH2:11][CH2:12][CH2:13][CH2:14][CH3:15])(=[O:20])[CH:18]=[CH2:19]. (8) Given the reactants [CH3:1][C@@H:2]1[CH2:7][N:6]([C:8]2[C:21]([CH:22]=O)=[CH:20][C:11]3[C:12]([C:15]4[O:16][CH:17]=[CH:18][CH:19]=4)=[N:13][O:14][C:10]=3[C:9]=2[F:24])[CH2:5][C@H:4]([CH3:25])[O:3]1.[NH:26]1[C:31](=[O:32])[CH2:30][C:29](=[O:33])[NH:28][C:27]1=[O:34], predict the reaction product. The product is: [F:24][C:9]1[C:10]2[O:14][N:13]=[C:12]([C:15]3[O:16][CH:17]=[CH:18][CH:19]=3)[C:11]=2[CH:20]=[C:21]2[C:8]=1[N:6]1[CH2:7][C@@H:2]([CH3:1])[O:3][C@@H:4]([CH3:25])[C@@H:5]1[C:30]1([C:29](=[O:33])[NH:28][C:27](=[O:34])[NH:26][C:31]1=[O:32])[CH2:22]2. (9) Given the reactants [NH:1]1[CH:5]=[C:4]([C:6]([NH:8][C:9]2[CH:10]=[C:11]3[C:16](=[CH:17][CH:18]=2)[CH2:15][N:14]([C:19]([O:21][C:22]([CH3:25])([CH3:24])[CH3:23])=[O:20])[CH2:13][CH2:12]3)=[O:7])[CH:3]=[N:2]1.C(=O)([O-])[O-].[Cs+].[Cs+].Br[CH2:33][C:34]1[CH:39]=[CH:38][C:37]([F:40])=[CH:36][CH:35]=1, predict the reaction product. The product is: [F:40][C:37]1[CH:38]=[CH:39][C:34]([CH2:33][N:1]2[CH:5]=[C:4]([C:6]([NH:8][C:9]3[CH:10]=[C:11]4[C:16](=[CH:17][CH:18]=3)[CH2:15][N:14]([C:19]([O:21][C:22]([CH3:25])([CH3:24])[CH3:23])=[O:20])[CH2:13][CH2:12]4)=[O:7])[CH:3]=[N:2]2)=[CH:35][CH:36]=1.